Dataset: NCI-60 drug combinations with 297,098 pairs across 59 cell lines. Task: Regression. Given two drug SMILES strings and cell line genomic features, predict the synergy score measuring deviation from expected non-interaction effect. Drug 1: CC1OCC2C(O1)C(C(C(O2)OC3C4COC(=O)C4C(C5=CC6=C(C=C35)OCO6)C7=CC(=C(C(=C7)OC)O)OC)O)O. Drug 2: CN(C(=O)NC(C=O)C(C(C(CO)O)O)O)N=O. Cell line: ACHN. Synergy scores: CSS=55.5, Synergy_ZIP=0.609, Synergy_Bliss=2.64, Synergy_Loewe=-48.2, Synergy_HSA=3.02.